This data is from Peptide-MHC class II binding affinity with 134,281 pairs from IEDB. The task is: Regression. Given a peptide amino acid sequence and an MHC pseudo amino acid sequence, predict their binding affinity value. This is MHC class II binding data. (1) The peptide sequence is TLLRAVESYLLAHSD. The MHC is DRB1_1501 with pseudo-sequence DRB1_1501. The binding affinity (normalized) is 0.785. (2) The peptide sequence is AFILDGDNLFWKV. The MHC is HLA-DQA10501-DQB10201 with pseudo-sequence HLA-DQA10501-DQB10201. The binding affinity (normalized) is 0.566. (3) The peptide sequence is GELQIVDKIDAAAKI. The MHC is DRB4_0101 with pseudo-sequence DRB4_0103. The binding affinity (normalized) is 0.633. (4) The peptide sequence is NSVVQALTSLGLLYT. The MHC is DRB3_0101 with pseudo-sequence DRB3_0101. The binding affinity (normalized) is 0. (5) The MHC is DRB1_0101 with pseudo-sequence DRB1_0101. The binding affinity (normalized) is 0.159. The peptide sequence is KNLCRKFFSENDWFS. (6) The peptide sequence is NCVLKKSTNGLRIKS. The binding affinity (normalized) is 0.164. The MHC is HLA-DQA10501-DQB10301 with pseudo-sequence HLA-DQA10501-DQB10301. (7) The peptide sequence is PLVWHLERAETAATA. The MHC is DRB1_1501 with pseudo-sequence DRB1_1501. The binding affinity (normalized) is 0.413.